From a dataset of Caco-2 cell permeability data measuring drug intestinal absorption for ~900 compounds. Regression/Classification. Given a drug SMILES string, predict its absorption, distribution, metabolism, or excretion properties. Task type varies by dataset: regression for continuous measurements (e.g., permeability, clearance, half-life) or binary classification for categorical outcomes (e.g., BBB penetration, CYP inhibition). For this dataset (caco2_wang), we predict Y. (1) The compound is Cc1ccnc2nc(Cc3nc4ccc(C(=N)N)cc4[nH]3)[nH]c12. The Y is -7.05 log Papp (cm/s). (2) The compound is C[C@@H]1NC(=O)[C@@H](C)NC(=O)[C@H](C)N(C)C(=O)[C@@H](C)NC(=O)[C@@H](C)NC(=O)[C@H](C)N(C)C1=O. The Y is -5.82 log Papp (cm/s).